From a dataset of Forward reaction prediction with 1.9M reactions from USPTO patents (1976-2016). Predict the product of the given reaction. (1) Given the reactants [F:1][C:2]1[CH:11]=[CH:10][CH:9]=[C:8]2[C:3]=1[CH2:4][NH:5][C:6]([CH3:12])=[N:7]2, predict the reaction product. The product is: [F:1][C:2]1[CH:11]=[CH:10][CH:9]=[C:8]2[C:3]=1[CH:4]=[N:5][C:6]([CH3:12])=[N:7]2. (2) Given the reactants [Sn]=O.[Zr:3].[Sn].[S:5](=[O:9])(=[O:8])([OH:7])[OH:6], predict the reaction product. The product is: [S:5]([O-:9])([O-:8])(=[O:7])=[O:6].[Zr+4:3].[S:5]([O-:9])([O-:8])(=[O:7])=[O:6]. (3) Given the reactants Br[CH2:2][C:3]1[C:8]([CH2:9][CH3:10])=[CH:7][CH:6]=[CH:5][C:4]=1[N:11]1[C:15](=[O:16])[N:14]([CH3:17])[N:13]=[N:12]1.[CH3:18][C:19]1[CH:24]=[C:23]([N:25]2[C:29]([CH3:30])=[C:28]([CH3:31])[C:27]([CH3:32])=[N:26]2)[CH:22]=[CH:21][C:20]=1[OH:33].C(=O)([O-])[O-].[K+].[K+], predict the reaction product. The product is: [CH2:9]([C:8]1[C:3]([CH2:2][O:33][C:20]2[CH:21]=[CH:22][C:23]([N:25]3[C:29]([CH3:30])=[C:28]([CH3:31])[C:27]([CH3:32])=[N:26]3)=[CH:24][C:19]=2[CH3:18])=[C:4]([N:11]2[C:15](=[O:16])[N:14]([CH3:17])[N:13]=[N:12]2)[CH:5]=[CH:6][CH:7]=1)[CH3:10]. (4) Given the reactants [Cl:1][C:2]1[CH:7]=[CH:6][C:5]([C:8]2[N:12]3[CH:13]=[C:14]([C:17]4[CH:25]=[CH:24][C:20]([C:21](O)=[O:22])=[CH:19][CH:18]=4)[N:15]=[CH:16][C:11]3=[N:10][CH:9]=2)=[CH:4][CH:3]=1.CN(C(ON1N=NC2C=CC=NC1=2)=[N+](C)C)C.F[P-](F)(F)(F)(F)F.CN1CCOCC1.[NH:57]1[CH2:62][CH2:61][C:60](=[O:63])[CH2:59][CH2:58]1, predict the reaction product. The product is: [Cl:1][C:2]1[CH:3]=[CH:4][C:5]([C:8]2[N:12]3[CH:13]=[C:14]([C:17]4[CH:18]=[CH:19][C:20]([C:21]([N:57]5[CH2:62][CH2:61][C:60](=[O:63])[CH2:59][CH2:58]5)=[O:22])=[CH:24][CH:25]=4)[N:15]=[CH:16][C:11]3=[N:10][CH:9]=2)=[CH:6][CH:7]=1.